This data is from Full USPTO retrosynthesis dataset with 1.9M reactions from patents (1976-2016). The task is: Predict the reactants needed to synthesize the given product. (1) Given the product [CH3:1][O:2][C:3](=[O:45])[NH:4][C@H:5]([C:19](=[O:44])[NH:20][CH2:21][CH2:22][CH2:23][CH2:24][C@H:25]([N:28]([S:33]([C:36]1[CH:41]=[CH:40][C:39]([NH2:42])=[C:38]([F:43])[CH:37]=1)(=[O:34])=[O:35])[CH2:29][CH:30]([CH3:32])[CH3:31])[CH2:26][O:27][P:49]([O:51][CH2:52][CH3:53])([O:48][CH2:47][CH3:46])=[O:50])[CH:6]([C:7]1[CH:8]=[CH:9][CH:10]=[CH:11][CH:12]=1)[C:13]1[CH:18]=[CH:17][CH:16]=[CH:15][CH:14]=1, predict the reactants needed to synthesize it. The reactants are: [CH3:1][O:2][C:3](=[O:45])[NH:4][CH:5]([C:19](=[O:44])[NH:20][CH2:21][CH2:22][CH2:23][CH2:24][CH:25]([N:28]([S:33]([C:36]1[CH:41]=[CH:40][C:39]([NH2:42])=[C:38]([F:43])[CH:37]=1)(=[O:35])=[O:34])[CH2:29][CH:30]([CH3:32])[CH3:31])[CH2:26][OH:27])[CH:6]([C:13]1[CH:18]=[CH:17][CH:16]=[CH:15][CH:14]=1)[C:7]1[CH:12]=[CH:11][CH:10]=[CH:9][CH:8]=1.[CH3:46][CH2:47][O:48][P:49](Cl)([O:51][CH2:52][CH3:53])=[O:50]. (2) Given the product [NH2:7][CH2:8][CH2:9][N:10]([CH:11]([CH3:13])[CH3:12])[C:14]1([CH2:25][C:26]2[CH:31]=[CH:30][CH:29]=[C:28]([Cl:32])[CH:27]=2)[C:22]2[C:17](=[CH:18][C:19]([Cl:23])=[CH:20][CH:21]=2)[NH:16][C:15]1=[O:24], predict the reactants needed to synthesize it. The reactants are: C(OC(=O)[NH:7][CH2:8][CH2:9][N:10]([C:14]1([CH2:25][C:26]2[CH:31]=[CH:30][CH:29]=[C:28]([Cl:32])[CH:27]=2)[C:22]2[C:17](=[CH:18][C:19]([Cl:23])=[CH:20][CH:21]=2)[NH:16][C:15]1=[O:24])[CH:11]([CH3:13])[CH3:12])(C)(C)C.C(O)(C(F)(F)F)=O.